Dataset: Forward reaction prediction with 1.9M reactions from USPTO patents (1976-2016). Task: Predict the product of the given reaction. (1) Given the reactants C([N:4]1[C:12]2[C:7](=[CH:8][C:9]([N+:14]([O-:16])=[O:15])=[CH:10][C:11]=2[F:13])[CH2:6][CH2:5]1)(=O)C.C(=O)([O-])O.[Na+], predict the reaction product. The product is: [F:13][C:11]1[CH:10]=[C:9]([N+:14]([O-:16])=[O:15])[CH:8]=[C:7]2[C:12]=1[NH:4][CH2:5][CH2:6]2. (2) Given the reactants Cl.[NH:2]([C:6]1[CH:14]=[CH:13][C:9]([C:10](Cl)=[O:11])=[CH:8][CH:7]=1)[C:3]([NH2:5])=[NH:4].[C:15]([O:19][C:20](=[O:57])[CH2:21][C:22]1([CH2:49][C:50](=[O:56])[O:51][C:52]([CH3:55])([CH3:54])[CH3:53])[O:26][N:25]=[C:24]([C:27]2[CH:32]=[C:31]([OH:33])[CH:30]=[CH:29][C:28]=2[CH:34]2[CH2:39][CH2:38][N:37]([CH2:40][CH2:41][C:42]([O:44][C:45]([CH3:48])([CH3:47])[CH3:46])=[O:43])[CH2:36][CH2:35]2)[CH2:23]1)([CH3:18])([CH3:17])[CH3:16].N1C=CC=CC=1.CN1C(=O)CCC1, predict the reaction product. The product is: [NH:2]([C:6]1[CH:14]=[CH:13][C:9]([C:10]([O:33][C:31]2[CH:30]=[CH:29][C:28]([CH:34]3[CH2:35][CH2:36][N:37]([CH2:40][CH2:41][C:42]([O:44][C:45]([CH3:46])([CH3:47])[CH3:48])=[O:43])[CH2:38][CH2:39]3)=[C:27]([C:24]3[CH2:23][C:22]([CH2:49][C:50]([O:51][C:52]([CH3:55])([CH3:54])[CH3:53])=[O:56])([CH2:21][C:20](=[O:57])[O:19][C:15]([CH3:16])([CH3:17])[CH3:18])[O:26][N:25]=3)[CH:32]=2)=[O:11])=[CH:8][CH:7]=1)[C:3]([NH2:5])=[NH:4]. (3) Given the reactants [CH3:1][C:2]1([C:17]2[CH:18]=[C:19]([NH:23][S:24]([CH3:27])(=[O:26])=[O:25])[CH:20]=[CH:21][CH:22]=2)[CH:7]2[CH:3]1[CH2:4][N:5]([CH2:8][CH2:9][CH2:10][C:11]1[CH:16]=[CH:15][CH:14]=[CH:13][CH:12]=1)[CH2:6]2.[C:28]1([CH3:38])[CH:33]=[CH:32][C:31]([S:34]([OH:37])(=[O:36])=[O:35])=[CH:30][CH:29]=1, predict the reaction product. The product is: [C:28]1([CH3:38])[CH:29]=[CH:30][C:31]([S:34]([OH:37])(=[O:35])=[O:36])=[CH:32][CH:33]=1.[CH3:1][C:2]1([C:17]2[CH:18]=[C:19]([NH:23][S:24]([CH3:27])(=[O:26])=[O:25])[CH:20]=[CH:21][CH:22]=2)[CH:7]2[CH:3]1[CH2:4][N:5]([CH2:8][CH2:9][CH2:10][C:11]1[CH:16]=[CH:15][CH:14]=[CH:13][CH:12]=1)[CH2:6]2.